Dataset: Drug-target binding data from BindingDB using Kd measurements. Task: Regression. Given a target protein amino acid sequence and a drug SMILES string, predict the binding affinity score between them. We predict pKd (pKd = -log10(Kd in M); higher means stronger binding). Dataset: bindingdb_kd. (1) The target protein sequence is SEPQDDDYLYCEMCQNFFIDSCAAHGPPTFVKDSAVDKGHPNRSALSLPPGLRIGPSGIPQAGLGVWNEASDLPLGLHFGPYEGRITEDEEAANNGYSWLITKGRNCYEYVDGKDKSWANWMRYVNCARDDEEQNLVAFQYHRQIFYRTCRVIRPGCELLVWYGDEYGQELGIKWGSKWKKELMAGREPKP. The small molecule is CSCC[C@H](N)C(=O)N[C@@H](C)C(=O)N[C@@H](CCCNC(=N)N)C(=O)N[C@H](C(=O)N[C@@H](CCCCN)C(=O)N[C@@H](CCC(N)=O)C(=O)N[C@H](C(=O)N[C@@H](C)C(=O)N[C@@H](CCCNC(=N)N)C(=O)N[C@@H](CCCCN)C(=O)N[C@@H](CO)C(=O)N[C@H](C(=O)NCC(=O)NCC(=O)N[C@@H](CCCCN)C(=O)N[C@@H](C)C(=O)N1CCC[C@H]1C(=O)N[C@@H](CCCNC(=N)N)C(=O)N[C@@H](CCCCN)C(=O)N[C@@H](CCC(N)=O)C(=O)N[C@@H](CC(C)C)C(=O)N[C@@H](C)C(=O)N[C@H](C(=O)N[C@@H](CCCCN)C(=O)N[C@@H](C)C(=O)O)[C@@H](C)O)[C@@H](C)O)[C@@H](C)O)[C@@H](C)O. The pKd is 5.4. (2) The small molecule is Nc1ccn([C@@H]2O[C@H](CNC(=O)c3ccncc3)[C@@H](O)[C@H]2O)c(=O)n1. The target protein (Q63T71) has sequence MDFRIGQGYDVHQLVPGRPLIIGGVTIPYERGLLGHSDADVLLHAITDALFGAAALGDIGRHFSDTDPRFKGADSRALLRECASRVAQAGFAIRNVDSTIIAQAPKLAPHIDAMRANIAADLDLPLDRVNVKAKTNEKLGYLGRGEGIEAQAAALVVREAAA. The pKd is 3.7.